Dataset: Reaction yield outcomes from USPTO patents with 853,638 reactions. Task: Predict the reaction yield, written as a fraction of the theoretical maximum amount of product (1.0 means a 100% yield; for example, 0.34 means a 34% yield). (1) The reactants are [NH2:1][C:2]1[S:3][C:4]([C:10]#[N:11])=[C:5]([CH3:9])[C:6]=1[C:7]#[N:8].N(OS(=O)(=O)O)=O.[OH:19][CH:20]([CH3:37])[CH2:21][NH:22][C:23]1[N:30]=[C:29]([NH:31][CH2:32][CH:33]([OH:35])[CH3:34])[CH:28]=[C:27]([CH3:36])[C:24]=1[C:25]#[N:26].[NH2:38]C(N)=O.N. The catalyst is OS(O)(=O)=O.CO.O. The product is [C:25]([C:24]1[C:27]([CH3:36])=[C:28]([N:38]=[N:1][C:2]2[S:3][C:4]([C:10]#[N:11])=[C:5]([CH3:9])[C:6]=2[C:7]#[N:8])[C:29]([NH:31][CH2:32][CH:33]([OH:35])[CH3:34])=[N:30][C:23]=1[NH:22][CH2:21][CH:20]([OH:19])[CH3:37])#[N:26]. The yield is 0.750. (2) The reactants are [Br:1][C:2]1[CH:26]=[CH:25][C:5]([CH2:6][O:7][C:8]2[CH:13]=[CH:12][C:11]([C@@H:14]3[CH2:16][C@H:15]3[NH:17]C(=O)OC(C)(C)C)=[CH:10][CH:9]=2)=[CH:4][CH:3]=1.Cl.C([O-])([O-])=O.[Na+].[Na+]. The catalyst is O1CCOCC1.O. The product is [Br:1][C:2]1[CH:3]=[CH:4][C:5]([CH2:6][O:7][C:8]2[CH:13]=[CH:12][C:11]([C@@H:14]3[CH2:16][C@H:15]3[NH2:17])=[CH:10][CH:9]=2)=[CH:25][CH:26]=1. The yield is 0.980. (3) The reactants are [OH:1][CH2:2][CH:3]1[CH2:8][CH2:7][N:6]([C:9]([O:11][C:12]([CH3:15])([CH3:14])[CH3:13])=[O:10])[CH2:5][CH2:4]1.N12CCN(CC1)C[CH2:17]2.[C:24]1(C)[C:25]([S:30](Cl)(=[O:32])=[O:31])=[CH:26][CH:27]=[CH:28][CH:29]=1. The catalyst is COC(C)(C)C.CCOCC. The product is [CH3:17][C:28]1[CH:29]=[CH:24][C:25]([S:30]([O:1][CH2:2][CH:3]2[CH2:8][CH2:7][N:6]([C:9]([O:11][C:12]([CH3:15])([CH3:14])[CH3:13])=[O:10])[CH2:5][CH2:4]2)(=[O:31])=[O:32])=[CH:26][CH:27]=1. The yield is 0.850. (4) The reactants are [F:1][C:2]1[CH:18]=[CH:17][C:5]([C:6]([C:8]2[CH:16]=[CH:15][CH:14]=[CH:13][C:9]=2[C:10]([OH:12])=[O:11])=O)=[CH:4][CH:3]=1.S(Cl)([Cl:21])=O. The catalyst is CN(C=O)C.C1COCC1. The product is [Cl:21][C:6]1([C:5]2[CH:17]=[CH:18][C:2]([F:1])=[CH:3][CH:4]=2)[C:8]2[C:9](=[CH:13][CH:14]=[CH:15][CH:16]=2)[C:10](=[O:12])[O:11]1. The yield is 1.00. (5) The reactants are Cl.[F:2][C:3]([F:34])([F:33])[C:4]1[CH:5]=[C:6]([NH:14][C:15](=[O:32])[C:16]2[CH:21]=[C:20]([C:22]3[CH:27]=[CH:26][CH:25]=[CH:24][N:23]=3)[CH:19]=[CH:18][C:17]=2[O:28]COC)[CH:7]=[C:8]([C:10]([F:13])([F:12])[F:11])[CH:9]=1.C(=O)([O-])O.[Na+]. The catalyst is CO. The product is [F:34][C:3]([F:2])([F:33])[C:4]1[CH:5]=[C:6]([NH:14][C:15](=[O:32])[C:16]2[CH:21]=[C:20]([C:22]3[CH:27]=[CH:26][CH:25]=[CH:24][N:23]=3)[CH:19]=[CH:18][C:17]=2[OH:28])[CH:7]=[C:8]([C:10]([F:11])([F:12])[F:13])[CH:9]=1. The yield is 0.472. (6) The reactants are [F:1][C:2]1[C:7]2[NH:8][CH:9]=[N:10][C:6]=2[CH:5]=[C:4]([C:11]([OH:13])=O)[C:3]=1[NH:14][C:15]1[CH:20]=[CH:19][C:18]([Br:21])=[CH:17][C:16]=1[CH3:22].CCN(C(C)C)C(C)C.C1CN([P+](ON2N=NC3C=[CH:53][CH:54]=[CH:55][C:50]2=3)(N2CCCC2)N2CCCC2)CC1.F[P-](F)(F)(F)(F)F.Cl.C1([N:69](C)[OH:70])CC1. The catalyst is C1COCC1.C(Cl)Cl. The product is [CH:54]1([CH2:53][O:70][NH:69][C:11]([C:4]2[C:3]([NH:14][C:15]3[CH:20]=[CH:19][C:18]([Br:21])=[CH:17][C:16]=3[CH3:22])=[C:2]([F:1])[C:7]3[NH:8][CH:9]=[N:10][C:6]=3[CH:5]=2)=[O:13])[CH2:55][CH2:50]1. The yield is 0.450.